Dataset: Full USPTO retrosynthesis dataset with 1.9M reactions from patents (1976-2016). Task: Predict the reactants needed to synthesize the given product. (1) Given the product [CH:61]1([NH:60][CH2:59][CH:58]([OH:64])[CH2:57][NH:56][C:31](=[O:32])[CH2:30][C:26]2[C:25]([CH3:34])=[C:24](/[CH:23]=[C:16]3\[C:17](=[O:22])[NH:18][C:19]4[C:15]\3=[CH:14][C:13]([S:10]([CH2:9][C:3]3[C:4]([Cl:8])=[CH:5][CH:6]=[CH:7][C:2]=3[Cl:1])(=[O:11])=[O:12])=[CH:21][CH:20]=4)[NH:28][C:27]=2[CH3:29])[CH2:63][CH2:62]1, predict the reactants needed to synthesize it. The reactants are: [Cl:1][C:2]1[CH:7]=[CH:6][CH:5]=[C:4]([Cl:8])[C:3]=1[CH2:9][S:10]([C:13]1[CH:14]=[C:15]2[C:19](=[CH:20][CH:21]=1)[NH:18][C:17](=[O:22])/[C:16]/2=[CH:23]\[C:24]1[NH:28][C:27]([CH3:29])=[C:26]([CH2:30][C:31](O)=[O:32])[C:25]=1[CH3:34])(=[O:12])=[O:11].C1C=CC2N(O)N=NC=2C=1.CCN=C=NCCCN(C)C.[NH2:56][CH2:57][CH:58]([OH:64])[CH2:59][NH:60][CH:61]1[CH2:63][CH2:62]1. (2) The reactants are: Br[C:2]1[CH:25]=[CH:24][C:5]([O:6][CH2:7][C:8]2[C:9]([C:16]3[C:21]([Cl:22])=[CH:20][CH:19]=[CH:18][C:17]=3[Cl:23])=[N:10][O:11][C:12]=2[CH:13]2[CH2:15][CH2:14]2)=[CH:4][C:3]=1[Cl:26].[Li]CCCC.[O:32]=[C:33]1[CH2:36][CH:35]([C:37]2[CH:38]=[C:39]([CH:44]=[CH:45][CH:46]=2)[C:40]([O:42][CH3:43])=[O:41])[CH2:34]1.CC(=O)OCC. Given the product [Cl:26][C:3]1[CH:4]=[C:5]([O:6][CH2:7][C:8]2[C:9]([C:16]3[C:21]([Cl:22])=[CH:20][CH:19]=[CH:18][C:17]=3[Cl:23])=[N:10][O:11][C:12]=2[CH:13]2[CH2:15][CH2:14]2)[CH:24]=[CH:25][C:2]=1[C:33]1([OH:32])[CH2:34][CH:35]([C:37]2[CH:38]=[C:39]([CH:44]=[CH:45][CH:46]=2)[C:40]([O:42][CH3:43])=[O:41])[CH2:36]1, predict the reactants needed to synthesize it. (3) Given the product [Cl:14][CH2:8][C:4]1[CH:5]=[CH:6][CH:7]=[C:2]([F:1])[C:3]=1[O:10][CH3:11], predict the reactants needed to synthesize it. The reactants are: [F:1][C:2]1[C:3]([O:10][CH3:11])=[C:4]([CH2:8]O)[CH:5]=[CH:6][CH:7]=1.S(Cl)([Cl:14])=O. (4) The reactants are: [OH:1]CC#CCOC1C=CC(C(NC[C@H](N2CCN(S(C)(=O)=O)CC2)C(O)=O)=O)=CC=1.[OH:31][CH2:32][C:33]#[C:34][CH2:35][O:36][C:37]1[CH:61]=[CH:60][C:40]([C:41]([NH:43][CH2:44][C@@H:45]([C:56](=[O:59])[NH:57]O)[N:46]2[CH2:51][CH2:50][N:49]([S:52]([CH3:55])(=[O:54])=[O:53])[CH2:48][CH2:47]2)=[O:42])=[CH:39][CH:38]=1. Given the product [OH:31][CH2:32][C:33]#[C:34][CH2:35][O:36][C:37]1[CH:61]=[CH:60][C:40]([C:41]([NH:43][CH2:44][C@@:45]([C:56](=[O:59])[NH2:57])([OH:1])[N:46]2[CH2:51][CH2:50][N:49]([S:52]([CH3:55])(=[O:54])=[O:53])[CH2:48][CH2:47]2)=[O:42])=[CH:39][CH:38]=1, predict the reactants needed to synthesize it. (5) Given the product [OH:8][C@H:5]1[CH2:6][N:7]([C:27](=[O:28])[CH2:26][NH:25][C:23](=[O:24])[C:22]2[CH:30]=[CH:31][CH:32]=[C:20]([C:19]([F:18])([F:34])[F:33])[CH:21]=2)[C@H:3]([CH3:2])[CH2:4]1, predict the reactants needed to synthesize it. The reactants are: Cl.[CH3:2][C@H:3]1[NH:7][CH2:6][C@H:5]([OH:8])[CH2:4]1.C(N(C(C)C)CC)(C)C.[F:18][C:19]([F:34])([F:33])[C:20]1[CH:21]=[C:22]([CH:30]=[CH:31][CH:32]=1)[C:23]([NH:25][CH2:26][C:27](O)=[O:28])=[O:24].C(Cl)CCl. (6) Given the product [C:1]([C:4]1[C:22](=[O:23])[C@@:8]2([CH3:24])[C:9]3[C:15]([OH:16])=[CH:14][C:13]([O:17][CH3:18])=[C:12]([C:19]([NH:21][CH2:39][C:31]4[C:32]5[C:37](=[CH:36][CH:35]=[CH:34][CH:33]=5)[CH:38]=[C:29]([CH2:28][O:27][CH3:26])[CH:30]=4)=[O:20])[C:10]=3[O:11][C:7]2=[CH:6][C:5]=1[OH:25])(=[O:3])[CH3:2], predict the reactants needed to synthesize it. The reactants are: [C:1]([C:4]1[C:22](=[O:23])[C@@:8]2([CH3:24])[C:9]3[C:15]([OH:16])=[CH:14][C:13]([O:17][CH3:18])=[C:12]([C:19]([NH2:21])=[O:20])[C:10]=3[O:11][C:7]2=[CH:6][C:5]=1[OH:25])(=[O:3])[CH3:2].[CH3:26][O:27][CH2:28][C:29]1[CH:30]=[C:31]([CH:39]=O)[C:32]2[C:37]([CH:38]=1)=[CH:36][CH:35]=[CH:34][CH:33]=2.C([SiH](CC)CC)C.FC(F)(F)C(O)=O.